Task: Predict the reaction yield, written as a fraction of the theoretical maximum amount of product (1.0 means a 100% yield; for example, 0.34 means a 34% yield).. Dataset: Reaction yield outcomes from USPTO patents with 853,638 reactions The reactants are [CH3:1][CH:2](/[CH:4]=[CH:5]/[CH2:6][CH2:7][CH2:8][CH2:9][C:10]([NH:12][CH2:13][C:14]1[CH:15]=[CH:16][C:17]([OH:22])=[C:18]([O:20][CH3:21])[CH:19]=1)=[O:11])[CH3:3].C([O-])([O-])=O.[K+].[K+].[I-].[Na+].Cl[CH:32]([CH3:37])[C:33]([O:35][CH3:36])=[O:34]. The catalyst is CC(C)=O. The product is [CH3:36][O:35][C:33](=[O:34])[CH:32]([O:22][C:17]1[CH:16]=[CH:15][C:14]([CH2:13][NH:12][C:10](=[O:11])[CH2:9][CH2:8][CH2:7][CH2:6][CH:5]=[CH:4][CH:2]([CH3:1])[CH3:3])=[CH:19][C:18]=1[O:20][CH3:21])[CH3:37]. The yield is 0.312.